Dataset: Forward reaction prediction with 1.9M reactions from USPTO patents (1976-2016). Task: Predict the product of the given reaction. Given the reactants [Cl:1][C:2]1[CH:7]=[C:6]([O:8][C:9]([F:12])([F:11])[F:10])[CH:5]=[C:4]([Cl:13])[C:3]=1[N:14]=[C:15]=[O:16].[NH2:17][C:18]1[CH:19]=[C:20]([C:41]2[CH:46]=[CH:45][CH:44]=[CH:43][CH:42]=2)[CH:21]=[CH:22][C:23]=1[C:24]([NH:26][C@@H:27]([CH:35]1[CH2:40][CH2:39][CH2:38][CH2:37][CH2:36]1)[C:28]([O:30][C:31]([CH3:34])([CH3:33])[CH3:32])=[O:29])=[O:25].CCCCCC.C(OCC)(=O)C, predict the reaction product. The product is: [CH:35]1([C@H:27]([NH:26][C:24]([C:23]2[CH:22]=[CH:21][C:20]([C:41]3[CH:46]=[CH:45][CH:44]=[CH:43][CH:42]=3)=[CH:19][C:18]=2[NH:17][C:15]([NH:14][C:3]2[C:2]([Cl:1])=[CH:7][C:6]([O:8][C:9]([F:10])([F:12])[F:11])=[CH:5][C:4]=2[Cl:13])=[O:16])=[O:25])[C:28]([O:30][C:31]([CH3:33])([CH3:32])[CH3:34])=[O:29])[CH2:40][CH2:39][CH2:38][CH2:37][CH2:36]1.